Dataset: Catalyst prediction with 721,799 reactions and 888 catalyst types from USPTO. Task: Predict which catalyst facilitates the given reaction. (1) Reactant: C(OC([N:8]1[CH:13]2[CH2:14][CH2:15][CH:9]1[CH2:10][C:11]([OH:23])([C:16]1[C:21]([CH3:22])=[N:20][CH:19]=[CH:18][N:17]=1)[CH2:12]2)=O)(C)(C)C. Product: [CH3:22][C:21]1[C:16]([C:11]2([OH:23])[CH2:10][CH:9]3[NH:8][CH:13]([CH2:14][CH2:15]3)[CH2:12]2)=[N:17][CH:18]=[CH:19][N:20]=1. The catalyst class is: 89. (2) Reactant: [H-].[Na+].C(OP([CH2:11][C:12]([O:14][C:15]([CH3:18])([CH3:17])[CH3:16])=[O:13])(OCC)=O)C.[N:19]1[CH:24]=[CH:23][CH:22]=[CH:21][C:20]=1[CH:25]=O. Product: [C:15]([O:14][C:12](=[O:13])/[CH:11]=[CH:25]/[C:20]1[CH:21]=[CH:22][CH:23]=[CH:24][N:19]=1)([CH3:16])([CH3:17])[CH3:18]. The catalyst class is: 20.